The task is: Predict the reactants needed to synthesize the given product.. This data is from Full USPTO retrosynthesis dataset with 1.9M reactions from patents (1976-2016). (1) Given the product [CH2:1]([O:3][C:4]([C:6]1[C:10]2[N:11]=[CH:12][N:13]=[C:14]([C:26]3[CH:25]=[C:24]([C:27](=[O:29])[CH3:28])[CH:23]=[CH:22][C:21]=3[O:20][CH2:19][CH:16]3[CH2:18][CH2:17]3)[C:9]=2[NH:8][CH:7]=1)=[O:5])[CH3:2], predict the reactants needed to synthesize it. The reactants are: [CH2:1]([O:3][C:4]([C:6]1[C:10]2[N:11]=[CH:12][N:13]=[C:14](Cl)[C:9]=2[NH:8][CH:7]=1)=[O:5])[CH3:2].[CH:16]1([CH2:19][O:20][C:21]2[CH:26]=[CH:25][C:24]([C:27](=[O:29])[CH3:28])=[CH:23][C:22]=2B2OC(C)(C)C(C)(C)O2)[CH2:18][CH2:17]1. (2) The reactants are: C1(C2C[CH2:11][N:10]([C:13]3[N:18]=[CH:17][C:16]([NH:19][C:20]([C:22]4[O:26][C:25]([N:27]5[C:36]6[C:31](=[CH:32]C=CC=6)[CH2:30][CH2:29][CH2:28]5)=[N:24][C:23]=4[C:37]([F:40])([F:39])[F:38])=[O:21])=[CH:15][CH:14]=3)[CH2:9]C2)C=CC=CC=1.Cl.CN(C)CCCN=C=NCC.ON1[C:58]2[CH:59]=[CH:60][CH:61]=[CH:62][C:57]=2N=N1.C(N(CC)C(C)C)(C)C.[CH3:72][N:73]([CH:75]=[O:76])[CH3:74]. Given the product [O:76]=[C:75]1[N:73]([CH2:74][C:57]2[CH:62]=[CH:61][CH:60]=[CH:59][CH:58]=2)[CH2:72][CH2:11][N:10]([C:13]2[N:18]=[CH:17][C:16]([NH:19][C:20]([C:22]3[O:26][C:25]([N:27]4[CH2:28][CH2:29][CH2:30][CH:31]([CH3:32])[CH2:36]4)=[N:24][C:23]=3[C:37]([F:39])([F:40])[F:38])=[O:21])=[CH:15][CH:14]=2)[CH2:9]1, predict the reactants needed to synthesize it. (3) Given the product [OH:1][C:2]1[CH:11]=[C:10]2[C:5]([CH:6]=[CH:7][CH2:8][N+:9]2=[CH:13][CH2:12][CH2:18][S:15]([O-:17])(=[O:16])=[O:14])=[CH:4][CH:3]=1, predict the reactants needed to synthesize it. The reactants are: [OH:1][C:2]1[CH:11]=[C:10]2[C:5]([CH:6]=[CH:7][CH:8]=[N:9]2)=[CH:4][CH:3]=1.[CH2:12]1[CH2:18][S:15](=[O:17])(=[O:16])[O:14][CH2:13]1.OC1C=CC=C2C=1[N+](=CCCS([O-])(=O)=O)CC=C2. (4) Given the product [NH2:37][CH2:36][CH2:35][CH2:34][S:10][C:11]1[CH:17]=[CH:16][C:15]([Cl:18])=[CH:14][C:12]=1[NH:13][S:28]([C:20]1[O:19][C:23]2[CH:24]=[CH:25][CH:26]=[CH:27][C:22]=2[CH:21]=1)(=[O:30])=[O:29], predict the reactants needed to synthesize it. The reactants are: [Cl:18][C:15]1[CH:16]=[CH:17][C:11]([S:10][S:10][C:11]2[CH:17]=[CH:16][C:15]([Cl:18])=[CH:14][C:12]=2[NH2:13])=[C:12]([CH:14]=1)[NH2:13].[O:19]1[C:23]2[CH:24]=[CH:25][CH:26]=[CH:27][C:22]=2[CH:21]=[C:20]1[S:28](Cl)(=[O:30])=[O:29].Cl.Br[CH2:34][CH2:35][CH2:36][NH2:37]. (5) Given the product [CH2:37]([O:36][C:34]([N:1]1[CH2:5][CH2:4][CH:3]([CH2:6][NH:7][C:8]([C:10]2[C:14]3[N:15]=[CH:16][N:17]=[C:18]([C:19]4[C:27]5[O:26][CH2:25][O:24][C:23]=5[CH:22]=[CH:21][C:20]=4[O:28][CH2:29][CH:30]4[CH2:31][CH2:32]4)[C:13]=3[NH:12][CH:11]=2)=[O:9])[CH2:2]1)=[O:35])[CH3:38], predict the reactants needed to synthesize it. The reactants are: [NH:1]1[CH2:5][CH2:4][CH:3]([CH2:6][NH:7][C:8]([C:10]2[C:14]3[N:15]=[CH:16][N:17]=[C:18]([C:19]4[C:27]5[O:26][CH2:25][O:24][C:23]=5[CH:22]=[CH:21][C:20]=4[O:28][CH2:29][CH:30]4[CH2:32][CH2:31]4)[C:13]=3[NH:12][CH:11]=2)=[O:9])[CH2:2]1.Cl[C:34]([O:36][CH2:37][CH3:38])=[O:35].